This data is from Full USPTO retrosynthesis dataset with 1.9M reactions from patents (1976-2016). The task is: Predict the reactants needed to synthesize the given product. Given the product [C:32]([NH:31][CH2:30][C:29]([NH:28][C@H:14]1[CH2:13][C:9]2[CH:10]=[CH:11][CH:12]=[C:7]([C:6]([OH:5])=[O:43])[C:8]=2[O:23][B:15]1[OH:16])=[O:40])(=[O:39])[C:33]1[CH:38]=[CH:37][CH:36]=[CH:35][CH:34]=1, predict the reactants needed to synthesize it. The reactants are: C([O:5][C:6](=[O:43])[C:7]1[CH:12]=[CH:11][CH:10]=[C:9]([CH2:13][CH:14]([NH:28][C:29](=[O:40])[CH2:30][NH:31][C:32](=[O:39])[C:33]2[CH:38]=[CH:37][CH:36]=[CH:35][CH:34]=2)[B:15]2[O:23]C3C(C)(C4CC(C3)C4(C)C)[O:16]2)[C:8]=1OC)(C)(C)C.B(Br)(Br)Br.